Dataset: Full USPTO retrosynthesis dataset with 1.9M reactions from patents (1976-2016). Task: Predict the reactants needed to synthesize the given product. (1) Given the product [CH3:39][N:40]([CH3:48])[CH2:41]/[CH:42]=[CH:29]/[C:28]([NH:27][C:4]1[CH:5]=[C:6]2[C:11](=[CH:12][C:3]=1[O:2][CH3:1])[N:10]=[CH:9][N:8]=[C:7]2[NH:13][C:14]1[CH:19]=[CH:18][C:17]([O:20][C:21]2[CH:26]=[CH:25][CH:24]=[CH:23][CH:22]=2)=[CH:16][CH:15]=1)=[O:38], predict the reactants needed to synthesize it. The reactants are: [CH3:1][O:2][C:3]1[CH:12]=[C:11]2[C:6]([C:7]([NH:13][C:14]3[CH:19]=[CH:18][C:17]([O:20][C:21]4[CH:26]=[CH:25][CH:24]=[CH:23][CH:22]=4)=[CH:16][CH:15]=3)=[N:8][CH:9]=[N:10]2)=[CH:5][C:4]=1[NH:27][C:28](=[O:38])[CH2:29]P(=O)(OCC)OCC.[CH3:39][N:40]([CH3:48])[CH2:41][CH:42](O)S([O-])(=O)=O.[Na+].[Li+].[Cl-].C(O[K])(C)(C)C. (2) Given the product [OH:29][C@H:30]1[C@@H:37]2[N:33]([C:34](=[O:51])[N:1]([C:2]3[C:7]4[N:8]=[C:9]([CH3:11])[O:10][C:6]=4[C:5]([C:12]#[N:13])=[CH:4][CH:3]=3)[C:36]2=[O:38])[CH2:32][CH2:31]1, predict the reactants needed to synthesize it. The reactants are: [NH2:1][C:2]1[C:7]2[N:8]=[C:9]([CH3:11])[O:10][C:6]=2[C:5]([C:12]#[N:13])=[CH:4][CH:3]=1.N(C1C2CCCCC=2C(C#N)=CC=1)=C=O.[OH:29][C@H:30]1[C@@H:37]2[N:33]([C:34](=[O:51])N(C3C4CCCCC=4C(C#N)=CC=3)[C:36]2=[O:38])[CH2:32][CH2:31]1. (3) Given the product [C:28]([C:27]1[CH:16]([C:15]2[CH:18]=[CH:19][C:12]([Cl:11])=[CH:13][CH:14]=2)[N:8]([CH2:7][C:6]2[CH:9]=[CH:10][C:3]([O:2][CH3:1])=[CH:4][CH:5]=2)[C:22](=[O:23])[C:21]=1[OH:20])(=[O:30])[CH3:29], predict the reactants needed to synthesize it. The reactants are: [CH3:1][O:2][C:3]1[CH:10]=[CH:9][C:6]([CH2:7][NH2:8])=[CH:5][CH:4]=1.[Cl:11][C:12]1[CH:19]=[CH:18][C:15]([CH:16]=O)=[CH:14][CH:13]=1.[O:20]=[C:21]([CH2:27][C:28](=[O:30])[CH3:29])[C:22](OCC)=[O:23]. (4) The reactants are: FC(F)(F)C(O)=O.[BH4-].[Na+].[F:10][C:11]1[CH:16]=[CH:15][C:14]([C:17]2[O:18][CH:19]=[C:20]([CH:22]([OH:25])[C:23]#[N:24])[N:21]=2)=[CH:13][CH:12]=1. Given the product [NH2:24][CH2:23][CH:22]([C:20]1[N:21]=[C:17]([C:14]2[CH:15]=[CH:16][C:11]([F:10])=[CH:12][CH:13]=2)[O:18][CH:19]=1)[OH:25], predict the reactants needed to synthesize it. (5) Given the product [Br:1][C:2]1[CH:3]=[CH:4][C:5]2[C:6]3[N:15]([CH2:16][CH2:17][CH2:18][N:19]4[CH2:23][CH2:22][CH2:21][C:20]4=[O:24])[C:29]([CH2:28][CH2:27][O:26][CH3:25])=[N:12][C:7]=3[CH:8]=[N:9][C:10]=2[CH:11]=1, predict the reactants needed to synthesize it. The reactants are: [Br:1][C:2]1[CH:11]=[C:10]2[C:5]([C:6]([NH:15][CH2:16][CH2:17][CH2:18][N:19]3[CH2:23][CH2:22][CH2:21][C:20]3=[O:24])=[C:7]([N+:12]([O-])=O)[CH:8]=[N:9]2)=[CH:4][CH:3]=1.[CH3:25][O:26][CH2:27][CH2:28][C:29](Cl)=O.C(N(CC)CC)C. (6) Given the product [Cl:1][C:2]1[CH:3]=[C:4]2[C:8](=[CH:9][CH:10]=1)[NH:7][C:6]([C:11]([NH:13][NH:14][C:22](=[O:29])[C:23]1[CH:28]=[CH:27][CH:26]=[CH:25][CH:24]=1)=[O:12])=[CH:5]2, predict the reactants needed to synthesize it. The reactants are: [Cl:1][C:2]1[CH:3]=[C:4]2[C:8](=[CH:9][CH:10]=1)[NH:7][C:6]([C:11]([NH:13][NH2:14])=[O:12])=[CH:5]2.C(N(CC)CC)C.[C:22](Cl)(=[O:29])[C:23]1[CH:28]=[CH:27][CH:26]=[CH:25][CH:24]=1.C(OCC)(=O)C. (7) Given the product [Cl:1][C:2]1[N:3]=[C:4]([Cl:23])[C:5]2[C:10]3([CH2:12][CH2:11]3)[CH2:9][N:8]([CH2:14][C:15]3[CH:20]=[CH:19][C:18]([O:21][CH3:22])=[CH:17][CH:16]=3)[C:6]=2[N:7]=1, predict the reactants needed to synthesize it. The reactants are: [Cl:1][C:2]1[N:3]=[C:4]([Cl:23])[C:5]2[C:10]3([CH2:12][CH2:11]3)[C:9](=O)[N:8]([CH2:14][C:15]3[CH:20]=[CH:19][C:18]([O:21][CH3:22])=[CH:17][CH:16]=3)[C:6]=2[N:7]=1.CO. (8) Given the product [Cl:1][C:2]1[CH:7]=[CH:6][C:5]([CH2:8][CH:9]([NH:10][S:12]([C:15]2[CH:20]=[CH:19][C:18]([CH3:21])=[CH:17][CH:16]=2)(=[O:14])=[O:13])[CH2:11][S:38][CH3:37])=[CH:4][C:3]=1[O:22][CH2:23][CH2:24][O:25][CH3:26], predict the reactants needed to synthesize it. The reactants are: [Cl:1][C:2]1[CH:7]=[CH:6][C:5]([CH2:8][CH:9]2[CH2:11][N:10]2[S:12]([C:15]2[CH:20]=[CH:19][C:18]([CH3:21])=[CH:17][CH:16]=2)(=[O:14])=[O:13])=[CH:4][C:3]=1[O:22][CH2:23][CH2:24][O:25][CH3:26].C1COCC1.S(O)(O)(=O)=O.[CH3:37][S:38]C(=N)N.[OH-].[Na+]. (9) Given the product [CH3:5][C:4]1[N:6]=[C:7]([C:8]2[CH:13]=[CH:12][CH:11]=[CH:10][CH:9]=2)[N:24]([C:21]2[CH:22]=[CH:23][C:18]([S:17][CH3:16])=[CH:19][CH:20]=2)[N:25]=1, predict the reactants needed to synthesize it. The reactants are: C(O[C:4](=[N:6][C:7](=O)[C:8]1[CH:13]=[CH:12][CH:11]=[CH:10][CH:9]=1)[CH3:5])C.Cl.[CH3:16][S:17][C:18]1[CH:23]=[CH:22][C:21]([NH:24][NH2:25])=[CH:20][CH:19]=1.C(N(CC)CC)C.O. (10) Given the product [F:30][C:2]([F:29])([F:1])[C:3]1[CH:4]=[C:5]([CH:26]=[CH:27][CH:28]=1)[CH2:6][NH:7][C:8](=[O:25])[C:9]1[CH:14]=[CH:13][N:12]=[C:11]([C:15]2[CH:20]=[C:19]([N:31]3[CH2:36][CH2:35][O:34][CH2:33][CH2:32]3)[CH:18]=[CH:17][C:16]=2[N+:22]([O-:24])=[O:23])[CH:10]=1, predict the reactants needed to synthesize it. The reactants are: [F:1][C:2]([F:30])([F:29])[C:3]1[CH:4]=[C:5]([CH:26]=[CH:27][CH:28]=1)[CH2:6][NH:7][C:8](=[O:25])[C:9]1[CH:14]=[CH:13][N:12]=[C:11]([C:15]2[CH:20]=[C:19](F)[CH:18]=[CH:17][C:16]=2[N+:22]([O-:24])=[O:23])[CH:10]=1.[NH:31]1[CH2:36][CH2:35][O:34][CH2:33][CH2:32]1.C(=O)([O-])[O-].[K+].[K+].